Dataset: Full USPTO retrosynthesis dataset with 1.9M reactions from patents (1976-2016). Task: Predict the reactants needed to synthesize the given product. (1) Given the product [ClH:28].[NH2:20][C:21]1[N:22]=[C:23]([NH:1][C:2]2[CH:3]=[C:4]([CH:17]=[CH:18][CH:19]=2)[C:5]([NH:7][C:8]2[CH:9]=[CH:10][C:11]([N+:14]([O-:16])=[O:15])=[CH:12][CH:13]=2)=[O:6])[CH:24]=[C:25]([CH3:27])[N:26]=1, predict the reactants needed to synthesize it. The reactants are: [NH2:1][C:2]1[CH:3]=[C:4]([CH:17]=[CH:18][CH:19]=1)[C:5]([NH:7][C:8]1[CH:13]=[CH:12][C:11]([N+:14]([O-:16])=[O:15])=[CH:10][CH:9]=1)=[O:6].[NH2:20][C:21]1[N:26]=[C:25]([CH3:27])[CH:24]=[C:23]([Cl:28])[N:22]=1.Cl. (2) Given the product [CH3:3][C:4]1([CH3:20])[O:8][C@H:7]([CH2:9][O:10][C:11]2[CH:12]=[C:13]([CH:14]=[CH:15][CH:16]=2)[NH2:17])[CH2:6][O:5]1, predict the reactants needed to synthesize it. The reactants are: [NH4+].[Cl-].[CH3:3][C:4]1([CH3:20])[O:8][C@H:7]([CH2:9][O:10][C:11]2[CH:16]=[CH:15][CH:14]=[C:13]([N+:17]([O-])=O)[CH:12]=2)[CH2:6][O:5]1.O. (3) Given the product [CH2:12]([NH:19][C:20]([NH:1][C:2]1[CH:11]=[CH:10][CH:9]=[C:8]2[C:3]=1[CH:4]=[CH:5][N:6]=[CH:7]2)=[O:21])[C:13]1[CH:18]=[CH:17][CH:16]=[CH:15][CH:14]=1, predict the reactants needed to synthesize it. The reactants are: [NH2:1][C:2]1[CH:11]=[CH:10][CH:9]=[C:8]2[C:3]=1[CH:4]=[CH:5][N:6]=[CH:7]2.[CH2:12]([N:19]=[C:20]=[O:21])[C:13]1[CH:18]=[CH:17][CH:16]=[CH:15][CH:14]=1.